From a dataset of Catalyst prediction with 721,799 reactions and 888 catalyst types from USPTO. Predict which catalyst facilitates the given reaction. (1) Reactant: COC(=O)O[CH2:5][C:6]1[CH:7]=[C:8]([C:14]2[CH:19]=[CH:18][CH:17]=[C:16]([Cl:20])[CH:15]=2)[C:9]([O:12][CH3:13])=[CH:10][CH:11]=1.[CH3:22][O:23][C:24]([C:26]1[CH:31]=[CH:30][C:29](B2OC(C)(C)C(C)(C)O2)=[CH:28][N:27]=1)=[O:25].C([O-])([O-])=O.[K+].[K+]. Product: [CH3:22][O:23][C:24]([C:26]1[CH:31]=[CH:30][C:29]([CH2:5][C:6]2[CH:7]=[C:8]([C:14]3[CH:19]=[CH:18][CH:17]=[C:16]([Cl:20])[CH:15]=3)[C:9]([O:12][CH3:13])=[CH:10][CH:11]=2)=[CH:28][N:27]=1)=[O:25]. The catalyst class is: 57. (2) Reactant: [OH:1][C:2]1([C:5]2[C:13]3[CH2:12][CH2:11][CH2:10][CH2:9][C:8]=3[N:7]([CH2:14][C:15]([O:17]C(C)(C)C)=[O:16])[N:6]=2)[CH2:4][CH2:3]1.C(O)(C(F)(F)F)=O. Product: [OH:1][C:2]1([C:5]2[C:13]3[CH2:12][CH2:11][CH2:10][CH2:9][C:8]=3[N:7]([CH2:14][C:15]([OH:17])=[O:16])[N:6]=2)[CH2:3][CH2:4]1. The catalyst class is: 2.